This data is from Peptide-MHC class II binding affinity with 134,281 pairs from IEDB. The task is: Regression. Given a peptide amino acid sequence and an MHC pseudo amino acid sequence, predict their binding affinity value. This is MHC class II binding data. (1) The peptide sequence is FGQAAAGDKPSLF. The MHC is DRB1_0101 with pseudo-sequence DRB1_0101. The binding affinity (normalized) is 0.0206. (2) The peptide sequence is KGKDKWIELKESWGA. The MHC is DRB1_1201 with pseudo-sequence DRB1_1201. The binding affinity (normalized) is 0.227. (3) The peptide sequence is SIVSPFIPLLPIFFC. The MHC is DRB1_0301 with pseudo-sequence DRB1_0301. The binding affinity (normalized) is 0. (4) The binding affinity (normalized) is 0.848. The peptide sequence is AAIHEMFVNTLQMSS. The MHC is DRB1_1602 with pseudo-sequence DRB1_1602.